From a dataset of Catalyst prediction with 721,799 reactions and 888 catalyst types from USPTO. Predict which catalyst facilitates the given reaction. (1) Reactant: CO.[Cl-].[NH4+].[CH3:5][NH:6][C:7]([N:9]1[C:17]2[C:12](=[CH:13][C:14]([N+:18]([O-])=O)=[CH:15][CH:16]=2)[CH:11]=[CH:10]1)=[O:8]. Product: [CH3:5][NH:6][C:7]([N:9]1[C:17]2[C:12](=[CH:13][C:14]([NH2:18])=[CH:15][CH:16]=2)[CH:11]=[CH:10]1)=[O:8]. The catalyst class is: 150. (2) Reactant: [CH3:1][O:2][C:3]1[CH:4]=[C:5]([C:12]2[NH:16][N:15]=[CH:14][CH:13]=2)[CH:6]=[CH:7][C:8]=1[N+:9]([O-:11])=[O:10].O[CH2:18][CH2:19][NH:20]C(=O)OC(C)(C)C.C1(P(C2C=CC=CC=2)C2C=CC=CC=2)C=CC=CC=1.CC(OC(/N=N/C(OC(C)C)=O)=O)C.CCO.Cl. Product: [CH3:1][O:2][C:3]1[CH:4]=[C:5]([C:12]2[CH:13]=[CH:14][N:15]([CH2:18][CH2:19][NH2:20])[N:16]=2)[CH:6]=[CH:7][C:8]=1[N+:9]([O-:11])=[O:10]. The catalyst class is: 1. (3) Reactant: [N+:1]([CH:4]=[C:5]1[NH:9][CH2:8][CH2:7][N:6]1[CH2:10][CH:11]1[CH2:15][CH2:14][O:13][CH2:12]1)([O-:3])=[O:2].[CH:16](=[O:22])[CH2:17][CH2:18][CH2:19][CH:20]=O.Cl. Product: [N+:1]([C:4]1[CH:16]2[O:22][CH:20]([CH2:19][CH2:18][CH2:17]2)[N:9]2[CH2:8][CH2:7][N:6]([CH2:10][CH:11]3[CH2:15][CH2:14][O:13][CH2:12]3)[C:5]=12)([O-:3])=[O:2]. The catalyst class is: 10. (4) Reactant: [NH2:1][C@H:2]([C@H:8]([OH:14])[C:9]([O:11][CH2:12][CH3:13])=[O:10])[C:3]([O:5][CH2:6][CH3:7])=[O:4].C([BH3-])#N.[Na+].[CH2:19]([O:26][CH2:27][N:28]1[C:36]2[C:35]([O:37][CH3:38])=[N:34][CH:33]=[N:32][C:31]=2[C:30]([CH:39]=O)=[CH:29]1)[C:20]1[CH:25]=[CH:24][CH:23]=[CH:22][CH:21]=1.C(O)(=O)C. Product: [CH2:19]([O:26][CH2:27][N:28]1[C:36]2[C:35]([O:37][CH3:38])=[N:34][CH:33]=[N:32][C:31]=2[C:30]([CH2:39][NH:1][C@H:2]([C@H:8]([OH:14])[C:9]([O:11][CH2:12][CH3:13])=[O:10])[C:3]([O:5][CH2:6][CH3:7])=[O:4])=[CH:29]1)[C:20]1[CH:25]=[CH:24][CH:23]=[CH:22][CH:21]=1. The catalyst class is: 5.